This data is from Full USPTO retrosynthesis dataset with 1.9M reactions from patents (1976-2016). The task is: Predict the reactants needed to synthesize the given product. (1) The reactants are: O.[C:2]1([CH3:12])[CH:7]=[CH:6][C:5]([S:8]([OH:11])(=[O:10])=[O:9])=[CH:4][CH:3]=1.[Cl:13][C:14]1[C:15]([O:30][C:31]2[CH:36]=[C:35]([F:37])[C:34]([C:38]([F:41])([F:40])[F:39])=[CH:33][C:32]=2[C:42]2[CH:47]=[CH:46][N:45]=[N:44][CH:43]=2)=[CH:16][C:17]([F:29])=[C:18]([S:20]([NH:23][C:24]2[N:25]=[CH:26][S:27][CH:28]=2)(=[O:22])=[O:21])[CH:19]=1. Given the product [CH3:12][C:2]1[CH:3]=[CH:4][C:5]([S:8]([OH:11])(=[O:10])=[O:9])=[CH:6][CH:7]=1.[Cl:13][C:14]1[C:15]([O:30][C:31]2[CH:36]=[C:35]([F:37])[C:34]([C:38]([F:39])([F:40])[F:41])=[CH:33][C:32]=2[C:42]2[CH:47]=[CH:46][N:45]=[N:44][CH:43]=2)=[CH:16][C:17]([F:29])=[C:18]([S:20]([NH:23][C:24]2[N:25]=[CH:26][S:27][CH:28]=2)(=[O:22])=[O:21])[CH:19]=1, predict the reactants needed to synthesize it. (2) Given the product [Br:1][C:2]1[C:11]2[C:10]([CH3:12])([CH3:13])[CH2:9][CH:8]=[C:7]([CH:14]([CH3:16])[CH3:15])[C:6]=2[CH:5]=[C:4](/[C:17](/[CH:30]([CH3:32])[CH3:31])=[C:18](/[F:29])\[CH:19]=[CH:20]\[C:21](\[CH3:28])=[CH:22]\[C:23]([OH:25])=[O:24])[C:3]=1[O:33][CH2:34][CH3:35], predict the reactants needed to synthesize it. The reactants are: [Br:1][C:2]1[C:11]2[C:10]([CH3:13])([CH3:12])[CH2:9][CH:8]=[C:7]([CH:14]([CH3:16])[CH3:15])[C:6]=2[CH:5]=[C:4](/[C:17](/[CH:30]([CH3:32])[CH3:31])=[C:18](/[F:29])\[CH:19]=[CH:20]\[C:21](\[CH3:28])=[CH:22]\[C:23]([O:25]CC)=[O:24])[C:3]=1[O:33][CH2:34][CH3:35].[OH-].[Na+]. (3) Given the product [CH3:23][C:16]1[CH:17]=[C:11]2[CH:10]=[C:9]([NH2:8])[CH:14]=[CH:13][N:12]2[N:15]=1, predict the reactants needed to synthesize it. The reactants are: C(OC([NH:8][C:9]1[CH:14]=[CH:13][N:12]2[N:15]=[C:16]([CH3:23])[C:17](C(OCC)=O)=[C:11]2[CH:10]=1)=O)(C)(C)C.OS(O)(=O)=O. (4) Given the product [CH3:1][N:2]1[CH2:3][CH2:4][CH:5]([C:8]2[CH:9]=[N:10][N:11]3[C:16]([C:17]4[CH:18]=[C:19]([NH:23][C:24](=[O:35])[C:25]5[CH:30]=[CH:29][CH:28]=[C:27]([C:31]([F:32])([F:34])[F:33])[CH:26]=5)[CH:20]=[CH:21][CH:22]=4)=[CH:15][CH:14]=[N:13][C:12]=23)[CH2:6][CH2:7]1, predict the reactants needed to synthesize it. The reactants are: [CH3:1][N:2]1[CH2:7][CH:6]=[C:5]([C:8]2[CH:9]=[N:10][N:11]3[C:16]([C:17]4[CH:18]=[C:19]([NH:23][C:24](=[O:35])[C:25]5[CH:30]=[CH:29][CH:28]=[C:27]([C:31]([F:34])([F:33])[F:32])[CH:26]=5)[CH:20]=[CH:21][CH:22]=4)=[CH:15][CH:14]=[N:13][C:12]=23)[CH2:4][CH2:3]1. (5) Given the product [CH:1]1([CH2:4][N:5]2[CH:10]=[CH:9][CH:8]=[CH:7][C:6]2=[N:11][C:25](=[O:26])[C:24]2[CH:28]=[CH:29][CH:30]=[C:22]([C:21]([F:20])([F:31])[F:32])[CH:23]=2)[CH2:2][CH2:3]1, predict the reactants needed to synthesize it. The reactants are: [CH:1]1([CH2:4][N:5]2[CH:10]=[CH:9][CH:8]=[CH:7][C:6]2=[NH:11])[CH2:3][CH2:2]1.C(N(CC)CC)C.O.[F:20][C:21]([F:32])([F:31])[C:22]1[CH:23]=[C:24]([CH:28]=[CH:29][CH:30]=1)[C:25](Cl)=[O:26]. (6) The reactants are: [C:1]([C:5]1[CH:10]=[CH:9][CH:8]=[CH:7][CH:6]=1)([CH3:4])([CH3:3])[CH3:2].[Cl-].[Al+3].[Cl-].[Cl-].C([CH:17]([CH2:21][C:22](Cl)=[O:23])[C:18](Cl)=[O:19])C.[OH2:25].Cl[CH2:27][CH2:28]Cl. Given the product [CH2:27]([O:25][C:22](=[O:23])[CH2:21][CH2:17][C:18](=[O:19])[C:8]1[CH:9]=[CH:10][C:5]([C:1]([CH3:4])([CH3:3])[CH3:2])=[CH:6][CH:7]=1)[CH3:28], predict the reactants needed to synthesize it.